This data is from Forward reaction prediction with 1.9M reactions from USPTO patents (1976-2016). The task is: Predict the product of the given reaction. (1) Given the reactants [F:1][C:2]1[CH:7]=[CH:6][C:5]([C:8](=O)[CH:9]([C:16]2[CH:21]=[CH:20][CH:19]=[CH:18][CH:17]=2)[CH2:10][C:11](=O)[CH:12]([CH3:14])[CH3:13])=[CH:4][CH:3]=1.[NH2:23][CH2:24][CH2:25][C@H:26]1[O:31][C:30]([CH3:33])([CH3:32])[O:29][C@@H:28]([CH2:34][C:35]([O:37][CH2:38][C:39]2[CH:44]=[CH:43][CH:42]=[CH:41][CH:40]=2)=[O:36])[CH2:27]1, predict the reaction product. The product is: [F:1][C:2]1[CH:7]=[CH:6][C:5]([C:8]2[N:23]([CH2:24][CH2:25][C@H:26]3[O:31][C:30]([CH3:33])([CH3:32])[O:29][C@@H:28]([CH2:34][C:35]([O:37][CH2:38][C:39]4[CH:40]=[CH:41][CH:42]=[CH:43][CH:44]=4)=[O:36])[CH2:27]3)[C:11]([CH:12]([CH3:14])[CH3:13])=[CH:10][C:9]=2[C:16]2[CH:21]=[CH:20][CH:19]=[CH:18][CH:17]=2)=[CH:4][CH:3]=1. (2) Given the reactants [C:1]([O:5][C:6](=[O:28])[CH2:7][C@H:8]([C:18]1[O:22][N:21]=[C:20]([C:23](OCC)=[O:24])[N:19]=1)[CH2:9][CH2:10][CH2:11][CH:12]1[CH2:17][CH2:16][CH2:15][CH2:14][CH2:13]1)([CH3:4])([CH3:3])[CH3:2].[NH3:29], predict the reaction product. The product is: [NH2:29][C:23]([C:20]1[N:19]=[C:18]([C@H:8]([CH2:9][CH2:10][CH2:11][C:12]2[CH:17]=[CH:16][CH:15]=[CH:14][CH:13]=2)[CH2:7][C:6]([O:5][C:1]([CH3:4])([CH3:3])[CH3:2])=[O:28])[O:22][N:21]=1)=[O:24]. (3) Given the reactants [CH2:1]([N:8]([CH3:33])[CH:9]1[CH2:15][N:14]([C:16](OC(C)(C)C)=O)[CH2:13][CH2:12][N:11]2[C:23](=[O:32])[C:24]([OH:31])=[C:25]([C:27]([O:29][CH3:30])=[O:28])[N:26]=[C:10]12)[C:2]1[CH:7]=[CH:6][CH:5]=[CH:4][CH:3]=1.[CH:34](=O)C.C(N(CC)CC)C.[BH3-]C#N.[Na+], predict the reaction product. The product is: [CH2:1]([N:8]([CH3:33])[CH:9]1[CH2:15][N:14]([CH2:16][CH3:34])[CH2:13][CH2:12][N:11]2[C:23](=[O:32])[C:24]([OH:31])=[C:25]([C:27]([O:29][CH3:30])=[O:28])[N:26]=[C:10]12)[C:2]1[CH:3]=[CH:4][CH:5]=[CH:6][CH:7]=1. (4) Given the reactants [CH3:1][O:2][C:3]1[C:8]([NH2:9])=[CH:7][C:6]([B:10]2[O:14][C:13]([CH3:16])([CH3:15])[C:12]([CH3:18])([CH3:17])[O:11]2)=[CH:5][N:4]=1.[F:19][C:20]1[CH:25]=[CH:24][C:23]([S:26](Cl)(=[O:28])=[O:27])=[CH:22][CH:21]=1, predict the reaction product. The product is: [F:19][C:20]1[CH:25]=[CH:24][C:23]([S:26]([NH:9][C:8]2[C:3]([O:2][CH3:1])=[N:4][CH:5]=[C:6]([B:10]3[O:14][C:13]([CH3:16])([CH3:15])[C:12]([CH3:18])([CH3:17])[O:11]3)[CH:7]=2)(=[O:28])=[O:27])=[CH:22][CH:21]=1. (5) Given the reactants C([O-])(=O)C.[Na+].Cl.[NH2:7][OH:8].[OH:9][C:10]1([CH3:18])[CH2:14][CH2:13][C:12](=O)[C:11]1([CH3:17])[CH3:16], predict the reaction product. The product is: [OH:9][C:10]1([CH3:18])[CH2:14][CH2:13][C:12](=[N:7][OH:8])[C:11]1([CH3:17])[CH3:16]. (6) Given the reactants C(NC(C)C)(C)C.C([Li])CCC.[CH3:13][N:14]([CH2:17][C:18]1[CH:23]=[CH:22][N:21]=[CH:20][CH:19]=1)[CH:15]=O.[C:24](#[N:31])[C:25]1[CH:30]=[CH:29][CH:28]=[CH:27][CH:26]=1, predict the reaction product. The product is: [CH3:13][N:14]1[C:17]([C:18]2[CH:23]=[CH:22][N:21]=[CH:20][CH:19]=2)=[C:24]([C:25]2[CH:30]=[CH:29][CH:28]=[CH:27][CH:26]=2)[N:31]=[CH:15]1. (7) Given the reactants [F:1][C:2]1[CH:3]=[C:4]([NH:8][C:9]2[N:14]=[C:13]([NH:15][CH2:16][CH2:17][CH3:18])[C:12]([C:19]#[C:20][C@@H:21]3[CH2:26][CH2:25][CH2:24][C@H:23]([NH:27][C:28](=[O:40])[C@@H:29]([N:31](C)[C:32](=O)OC(C)(C)C)[CH3:30])[CH2:22]3)=[CH:11][N:10]=2)[CH:5]=[CH:6][CH:7]=1.Cl, predict the reaction product. The product is: [F:1][C:2]1[CH:3]=[C:4]([NH:8][C:9]2[N:14]=[C:13]([NH:15][CH2:16][CH2:17][CH3:18])[C:12]([C:19]#[C:20][C@@H:21]3[CH2:26][CH2:25][CH2:24][C@H:23]([NH:27][C:28](=[O:40])[C@@H:29]([NH:31][CH3:32])[CH3:30])[CH2:22]3)=[CH:11][N:10]=2)[CH:5]=[CH:6][CH:7]=1. (8) Given the reactants [OH:1][CH2:2][C@@H:3]1[C@@H:7]([CH2:8][OH:9])[O:6][CH:5]([CH2:10][C:11]2[C:12]([C:19]3[CH:24]=[CH:23][CH:22]=[CH:21][CH:20]=3)=[C:13]([OH:18])[CH:14]=[C:15]([OH:17])[CH:16]=2)[O:4]1.[Cl:25]([O-])=O.[Na+].S(=O)(=O)(O)N.C(=O)([O-])O.[Na+].S([O-])([O-])(=O)=S.[Na+].[Na+], predict the reaction product. The product is: [OH:1][CH2:2][C@@H:3]1[C@@H:7]([CH2:8][OH:9])[O:6][CH:5]([CH2:10][C:11]2[C:12]([C:19]3[CH:24]=[CH:23][CH:22]=[CH:21][CH:20]=3)=[C:13]([OH:18])[CH:14]=[C:15]([OH:17])[C:16]=2[Cl:25])[O:4]1. (9) Given the reactants [C:1]1([CH2:7][C:8](Cl)=[O:9])[CH:6]=[CH:5][CH:4]=[CH:3][CH:2]=1.[S-:11][C:12]#[N:13].[K+].[NH2:15][C:16]1[CH:37]=[CH:36][C:19]([O:20][C:21]2[N:26]=[CH:25][N:24]=[C:23]([NH:27][C:28]([N:30]3[CH2:35][CH2:34][CH2:33][CH2:32][CH2:31]3)=[O:29])[CH:22]=2)=[C:18]([F:38])[CH:17]=1.CCCCCC, predict the reaction product. The product is: [F:38][C:18]1[CH:17]=[C:16]([NH:15][C:12]([NH:13][C:8](=[O:9])[CH2:7][C:1]2[CH:6]=[CH:5][CH:4]=[CH:3][CH:2]=2)=[S:11])[CH:37]=[CH:36][C:19]=1[O:20][C:21]1[N:26]=[CH:25][N:24]=[C:23]([NH:27][C:28]([N:30]2[CH2:35][CH2:34][CH2:33][CH2:32][CH2:31]2)=[O:29])[CH:22]=1.